Dataset: Forward reaction prediction with 1.9M reactions from USPTO patents (1976-2016). Task: Predict the product of the given reaction. (1) Given the reactants C1CCC(N=C=NC2CCCCC2)CC1.Cl.[F:17][C:18]1[CH:19]=[C:20]([CH:24]([NH:28][C:29]2[CH:34]=[CH:33][CH:32]=[CH:31][CH:30]=2)[C:25]([OH:27])=[O:26])[CH:21]=[CH:22][CH:23]=1.C1C=CC2N(O)N=NC=2C=1.[N:45]12[CH2:52][CH2:51][CH:48]([CH2:49][CH2:50]1)[C@@H:47](O)[CH2:46]2, predict the reaction product. The product is: [F:17][C:18]1[CH:19]=[C:20]([CH:24]([NH:28][C:29]2[CH:34]=[CH:33][CH:32]=[CH:31][CH:30]=2)[C:25]([O:27][C@@H:47]2[CH:48]3[CH2:51][CH2:52][N:45]([CH2:50][CH2:49]3)[CH2:46]2)=[O:26])[CH:21]=[CH:22][CH:23]=1. (2) Given the reactants C1C=C(Cl)C=C(C(OO)=[O:9])C=1.[C:12]([C:15]1[S:19][C:18]([C:20]2[CH:21]=[C:22]([NH:26][C:27]3[N:28]=[C:29]([NH:36][C@@H:37]4[CH2:42][CH2:41][CH2:40][CH2:39][C@@H:38]4[NH2:43])[N:30]=[N:31][C:32]=3[C:33]([NH2:35])=[O:34])[CH:23]=[N:24][CH:25]=2)=[CH:17][CH:16]=1)(=[O:14])[CH3:13], predict the reaction product. The product is: [C:12]([C:15]1[S:19][C:18]([C:20]2[CH:25]=[N+:24]([O-:9])[CH:23]=[C:22]([NH:26][C:27]3[N:28]=[C:29]([NH:36][C@@H:37]4[CH2:42][CH2:41][CH2:40][CH2:39][C@@H:38]4[NH2:43])[N:30]=[N:31][C:32]=3[C:33](=[O:34])[NH2:35])[CH:21]=2)=[CH:17][CH:16]=1)(=[O:14])[CH3:13]. (3) The product is: [CH2:1]([O:5][C:6](=[O:12])[CH:7]([CH3:11])[CH:8]([OH:10])[CH3:9])[CH2:2][CH2:3][CH3:4]. Given the reactants [CH2:1]([O:5][C:6](=[O:12])[C:7](=[CH2:11])[C@@H:8]([OH:10])[CH3:9])[CH2:2][CH2:3][CH3:4].C(OC(=O)C(=C)[C@H](OC(=O)C)C)CCC, predict the reaction product. (4) Given the reactants Br[C:2]1[CH:16]=[CH:15][C:14]([C:17]([F:20])([F:19])[F:18])=[CH:13][C:3]=1[CH2:4][N:5]([CH2:11][CH3:12])[C:6]([CH:8]1[CH2:10][CH2:9]1)=[O:7].[B:21]1([B:21]2[O:25][C:24]([CH3:27])([CH3:26])[C:23]([CH3:29])([CH3:28])[O:22]2)[O:25][C:24]([CH3:27])([CH3:26])[C:23]([CH3:29])([CH3:28])[O:22]1, predict the reaction product. The product is: [CH2:11]([N:5]([CH2:4][C:3]1[CH:13]=[C:14]([C:17]([F:20])([F:19])[F:18])[CH:15]=[CH:16][C:2]=1[B:21]1[O:25][C:24]([CH3:27])([CH3:26])[C:23]([CH3:29])([CH3:28])[O:22]1)[C:6]([CH:8]1[CH2:10][CH2:9]1)=[O:7])[CH3:12]. (5) Given the reactants [NH2:1][C@@H:2]([C@H:10]([C@@H:12]1[C@@H:16]([O:17][Si:18]([C:21]([CH3:24])([CH3:23])[CH3:22])([CH3:20])[CH3:19])[C@@H:15]([O:25][Si:26]([C:29]([CH3:32])([CH3:31])[CH3:30])([CH3:28])[CH3:27])[C@H:14]([N:33]2[CH:38]=[CH:37][C:36](=[O:39])[N:35]([CH2:40][C:41]3[CH:46]=[CH:45][C:44]([O:47][CH3:48])=[CH:43][CH:42]=3)[C:34]2=[O:49])[O:13]1)[OH:11])[C:3]([O:5][C:6]([CH3:9])([CH3:8])[CH3:7])=[O:4].[CH2:50]([O:57][C:58](=[O:72])[NH:59][C@H:60]([C:65](=[O:71])[NH:66][CH2:67][CH2:68][CH:69]=O)[CH2:61][CH:62]([CH3:64])[CH3:63])[C:51]1[CH:56]=[CH:55][CH:54]=[CH:53][CH:52]=1.C(O[BH-](OC(=O)C)OC(=O)C)(=O)C.[Na+].C(=O)([O-])[O-].[Na+].[Na+], predict the reaction product. The product is: [Si:18]([O:17][C@H:16]1[C@@H:15]([O:25][Si:26]([C:29]([CH3:32])([CH3:31])[CH3:30])([CH3:27])[CH3:28])[C@H:14]([N:33]2[CH:38]=[CH:37][C:36](=[O:39])[N:35]([CH2:40][C:41]3[CH:46]=[CH:45][C:44]([O:47][CH3:48])=[CH:43][CH:42]=3)[C:34]2=[O:49])[O:13][CH:12]1[C@H:10]([OH:11])[C@@H:2]([C:3]([O:5][C:6]([CH3:7])([CH3:9])[CH3:8])=[O:4])[NH:1][CH2:69][CH2:68][CH2:67][NH:66][C:65](=[O:71])[C@H:60]([CH2:61][CH:62]([CH3:64])[CH3:63])[NH:59][C:58](=[O:72])[O:57][CH2:50][C:51]1[CH:52]=[CH:53][CH:54]=[CH:55][CH:56]=1)([C:21]([CH3:22])([CH3:23])[CH3:24])([CH3:20])[CH3:19]. (6) Given the reactants [CH2:1]([O:8][C:9](=[O:32])[C@@H:10]([NH:24][C:25]([O:27][C:28]([CH3:31])([CH3:30])[CH3:29])=[O:26])[CH2:11][CH2:12][C:13]1[NH:17][C:16]2[CH:18]=[C:19]([CH3:23])[C:20]([CH3:22])=[CH:21][C:15]=2[N:14]=1)[C:2]1[CH:7]=[CH:6][CH:5]=[CH:4][CH:3]=1.[CH3:33][C:34]1[CH:39]=[CH:38][C:37](B(O)O)=[CH:36][CH:35]=1.N1C=CC=CC=1, predict the reaction product. The product is: [CH2:1]([O:8][C:9](=[O:32])[C@@H:10]([NH:24][C:25]([O:27][C:28]([CH3:29])([CH3:31])[CH3:30])=[O:26])[CH2:11][CH2:12][C:13]1[N:17]([C:37]2[CH:38]=[CH:39][C:34]([CH3:33])=[CH:35][CH:36]=2)[C:16]2[CH:18]=[C:19]([CH3:23])[C:20]([CH3:22])=[CH:21][C:15]=2[N:14]=1)[C:2]1[CH:7]=[CH:6][CH:5]=[CH:4][CH:3]=1. (7) Given the reactants [NH2:1][CH2:2][CH2:3][N:4]1[C:8]2=[N:9][CH:10]=[N:11][C:12]([NH2:13])=[C:7]2[C:6]([C:14]2[CH:19]=[CH:18][C:17]([O:20][C:21]3[CH:26]=[CH:25][CH:24]=[CH:23][CH:22]=3)=[CH:16][CH:15]=2)=[N:5]1.[C:27]([CH2:29][C:30](O)=[O:31])#[N:28].CN(C(ON1N=NC2C=CC=NC1=2)=[N+](C)C)C.F[P-](F)(F)(F)(F)F.O, predict the reaction product. The product is: [NH2:13][C:12]1[N:11]=[CH:10][N:9]=[C:8]2[N:4]([CH2:3][CH2:2][NH:1][C:30](=[O:31])[CH2:29][C:27]#[N:28])[N:5]=[C:6]([C:14]3[CH:19]=[CH:18][C:17]([O:20][C:21]4[CH:26]=[CH:25][CH:24]=[CH:23][CH:22]=4)=[CH:16][CH:15]=3)[C:7]=12. (8) Given the reactants [OH:1][CH:2]1[O:10][C@H:9]([CH2:11][OH:12])[C@H:7]([OH:8])[C@H:5]([OH:6])[C@H:3]1[NH2:4].[C:13]([O:16]C(=O)C)(=[O:15])[CH3:14], predict the reaction product. The product is: [C:2]([OH:10])(=[O:1])[CH3:3].[C:13]([OH:16])(=[O:15])[CH3:14].[C:2]([OH:10])(=[O:1])[CH3:3].[C:2]([OH:10])(=[O:1])[CH3:3].[C:2]([OH:10])(=[O:1])[CH3:3].[OH:1][CH:2]1[O:10][C@H:9]([CH2:11][OH:12])[C@H:7]([OH:8])[C@H:5]([OH:6])[C@H:3]1[NH2:4].